From a dataset of Reaction yield outcomes from USPTO patents with 853,638 reactions. Predict the reaction yield, written as a fraction of the theoretical maximum amount of product (1.0 means a 100% yield; for example, 0.34 means a 34% yield). (1) The reactants are N1C=CC=CC=1C1C=CC=CN=1.[N:13]([C@@H:16]1[C@@H:20](OS(C)(=O)=O)[CH2:19][N:18]([C:26]([O:28][C:29]([CH3:32])([CH3:31])[CH3:30])=[O:27])[CH2:17]1)=[N+]=[N-].[BH4-].[Na+].O. The catalyst is CCO.[Co](Br)Br. The product is [CH:20]12[NH:13][CH:16]1[CH2:17][N:18]([C:26]([O:28][C:29]([CH3:32])([CH3:31])[CH3:30])=[O:27])[CH2:19]2. The yield is 0.379. (2) The reactants are [N+:1]([C:4]1[CH:5]=[C:6]([CH:10]=[C:11]([N+:13]([O-:15])=[O:14])[CH:12]=1)[C:7]([OH:9])=[O:8])([O-:3])=[O:2].C(=O)([O-])O.[Na+].[I-].[Na+].Cl[CH2:24][CH2:25][CH2:26][CH2:27][CH2:28][CH2:29][OH:30]. The catalyst is CN1CCCC1=O.O. The product is [N+:1]([C:4]1[CH:5]=[C:6]([CH:10]=[C:11]([N+:13]([O-:15])=[O:14])[CH:12]=1)[C:7]([O:9][CH2:24][CH2:25][CH2:26][CH2:27][CH2:28][CH2:29][OH:30])=[O:8])([O-:3])=[O:2]. The yield is 0.910. (3) The reactants are [F:1][C:2]1[CH:7]=[CH:6][C:5]([NH:8][C:9]2[C:18]3[C:13](=[CH:14][C:15]([O:38][CH3:39])=[C:16]([O:19][CH2:20][CH2:21][CH2:22][N:23]4[CH2:27][CH:26]5[CH2:28][N:29](C(OC(C)(C)C)=O)[CH2:30][CH:25]5[CH2:24]4)[CH:17]=3)[N:12]=[CH:11][N:10]=2)=[CH:4][CH:3]=1.Cl. The catalyst is C(Cl)Cl.CCOC(C)=O. The product is [F:1][C:2]1[CH:7]=[CH:6][C:5]([NH:8][C:9]2[C:18]3[C:13](=[CH:14][C:15]([O:38][CH3:39])=[C:16]([O:19][CH2:20][CH2:21][CH2:22][N:23]4[CH2:24][CH:25]5[CH:26]([CH2:28][NH:29][CH2:30]5)[CH2:27]4)[CH:17]=3)[N:12]=[CH:11][N:10]=2)=[CH:4][CH:3]=1. The yield is 0.895. (4) The reactants are [NH2:1][C:2]1[N:11]=[CH:10][C:9]2[C:8](SC)=[N:7][CH:6]=[N:5][C:4]=2[CH:3]=1.[Cl:14][C:15]1[CH:16]=[C:17]([CH:19]=[CH:20][CH:21]=1)[NH2:18]. No catalyst specified. The product is [NH2:1][C:2]1[N:11]=[CH:10][C:9]2[C:8]([NH:18][C:17]3[CH:19]=[CH:20][CH:21]=[C:15]([Cl:14])[CH:16]=3)=[N:7][CH:6]=[N:5][C:4]=2[CH:3]=1. The yield is 0.600. (5) The reactants are [OH:1][C:2]1[CH:7]=[C:6]([O:8][CH2:9][CH2:10][O:11][CH3:12])[CH:5]=[CH:4][C:3]=1/[CH:13]=[CH:14]/[C:15]([O:17][CH2:18][CH3:19])=[O:16].[Cl:20][C:21]1[CH:22]=[C:23]([C:28]([F:31])([F:30])[F:29])[CH:24]=[CH:25][C:26]=1F.C(=O)([O-])[O-].[K+].[K+].O. The catalyst is CN(C)C=O. The product is [Cl:20][C:21]1[CH:22]=[C:23]([C:28]([F:29])([F:30])[F:31])[CH:24]=[CH:25][C:26]=1[O:1][C:2]1[CH:7]=[C:6]([O:8][CH2:9][CH2:10][O:11][CH3:12])[CH:5]=[CH:4][C:3]=1/[CH:13]=[CH:14]/[C:15]([O:17][CH2:18][CH3:19])=[O:16]. The yield is 0.880. (6) The reactants are Cl[CH2:2][C:3](Cl)=[O:4].[NH2:6][C:7]1[CH:12]=[C:11]([Cl:13])[CH:10]=[C:9]([N+:14]([O-:16])=[O:15])[C:8]=1[OH:17].C(=O)([O-])[O-].[K+].[K+]. The catalyst is C(Cl)(Cl)Cl.[Cl-].C([N+](CC)(CC)CC)C1C=CC=CC=1. The product is [Cl:13][C:11]1[CH:10]=[C:9]([N+:14]([O-:16])=[O:15])[C:8]2[O:17][CH2:2][C:3](=[O:4])[NH:6][C:7]=2[CH:12]=1. The yield is 0.720. (7) The reactants are [F:1][C:2]1[CH:7]=[CH:6][C:5]([CH:8]2[C:17]([CH3:19])([CH3:18])[CH2:16][C:15]3[C:10](=[CH:11][CH:12]=[C:13]([C:20]([O-:22])=[O:21])[CH:14]=3)[NH:9]2)=[CH:4][C:3]=1[N+:23]([O-])=O.[CH:26]1([C:31]([OH:33])=O)[CH2:30][CH2:29][CH2:28][CH2:27]1.[CH:34](N(CC)C(C)C)(C)C.P(Cl)(Cl)(Cl)=O. The catalyst is ClCCl. The product is [CH:26]1([C:31]([NH:23][C:3]2[CH:4]=[C:5]([CH:8]3[C:17]([CH3:19])([CH3:18])[CH2:16][C:15]4[C:10](=[CH:11][CH:12]=[C:13]([C:20]([O:22][CH3:34])=[O:21])[CH:14]=4)[NH:9]3)[CH:6]=[CH:7][C:2]=2[F:1])=[O:33])[CH2:30][CH2:29][CH2:28][CH2:27]1. The yield is 0.900. (8) The reactants are CC[O-].[Na+].[CH3:5][C:6]1[O:10][C:9]([CH:11]=O)=[CH:8][CH:7]=1.[C:13]([O:22]CC)(=[O:21])[CH2:14][CH2:15][C:16]([O:18][CH2:19][CH3:20])=[O:17]. The catalyst is C(O)C. The product is [CH2:19]([O:18][C:16]([C:15](=[CH:11][C:9]1[O:10][C:6]([CH3:5])=[CH:7][CH:8]=1)[CH2:14][C:13]([OH:22])=[O:21])=[O:17])[CH3:20]. The yield is 0.210. (9) The reactants are C([O:5][C:6](=[O:18])[CH2:7][NH:8][C:9]([C:11]1[C:16]([OH:17])=[CH:15][CH:14]=[CH:13][N:12]=1)=[O:10])(C)(C)C.C(O)(C(F)(F)F)=O. The catalyst is C(Cl)Cl. The product is [OH:17][C:16]1[C:11]([C:9]([NH:8][CH2:7][C:6]([OH:18])=[O:5])=[O:10])=[N:12][CH:13]=[CH:14][CH:15]=1. The yield is 0.990.